This data is from Full USPTO retrosynthesis dataset with 1.9M reactions from patents (1976-2016). The task is: Predict the reactants needed to synthesize the given product. (1) Given the product [Cl:1][C:2]1[CH:11]=[CH:10][C:5]2[NH:6][C:7]([S:9][CH2:13][CH2:14][NH:15][C:16](=[O:22])[O:17][C:18]([CH3:21])([CH3:20])[CH3:19])=[N:8][C:4]=2[CH:3]=1, predict the reactants needed to synthesize it. The reactants are: [Cl:1][C:2]1[CH:11]=[CH:10][C:5]2[NH:6][C:7](=[S:9])[NH:8][C:4]=2[CH:3]=1.Br[CH2:13][CH2:14][NH:15][C:16](=[O:22])[O:17][C:18]([CH3:21])([CH3:20])[CH3:19].C([O-])([O-])=O.[Cs+].[Cs+]. (2) Given the product [Cl-:2].[Cl:2][C:3]1[CH:9]=[CH:8][C:6]([N+:7]#[N:13])=[C:5]([N+:10]([O-:12])=[O:11])[CH:4]=1, predict the reactants needed to synthesize it. The reactants are: Cl.[Cl:2][C:3]1[CH:9]=[CH:8][C:6]([NH2:7])=[C:5]([N+:10]([O-:12])=[O:11])[CH:4]=1.[N:13]([O-])=O.[Na+]. (3) Given the product [CH2:25]([O:32][C:33]([NH:35][C:36]1[C:37]([C:47]([NH:49][C:50]2[CH:51]=[N:52][CH:53]=[CH:54][C:55]=2[N:56]2[CH2:61][C@H:60]([CH3:62])[C@H:59]([NH:63][C:64](=[O:67])[O:65][CH3:66])[C@H:58]([NH:68][C:69](=[O:75])[O:70][C:71]([CH3:74])([CH3:73])[CH3:72])[CH2:57]2)=[O:48])=[N:38][C:39]2[C:44]([CH:45]=1)=[CH:43][CH:42]=[C:41]([C:5]1[CH2:6][CH2:7][N:2]([CH3:1])[CH2:3][CH:4]=1)[CH:40]=2)=[O:34])[C:26]1[CH:31]=[CH:30][CH:29]=[CH:28][CH:27]=1, predict the reactants needed to synthesize it. The reactants are: [CH3:1][N:2]1[CH2:7][CH:6]=[C:5](B2OC(C)(C)C(C)(C)O2)[CH2:4][CH2:3]1.[O-]P([O-])([O-])=O.[K+].[K+].[K+].[CH2:25]([O:32][C:33]([NH:35][C:36]1[C:37]([C:47]([NH:49][C:50]2[CH:51]=[N:52][CH:53]=[CH:54][C:55]=2[N:56]2[CH2:61][C@H:60]([CH3:62])[C@H:59]([NH:63][C:64](=[O:67])[O:65][CH3:66])[C@H:58]([NH:68][C:69](=[O:75])[O:70][C:71]([CH3:74])([CH3:73])[CH3:72])[CH2:57]2)=[O:48])=[N:38][C:39]2[C:44]([CH:45]=1)=[CH:43][CH:42]=[C:41](Br)[CH:40]=2)=[O:34])[C:26]1[CH:31]=[CH:30][CH:29]=[CH:28][CH:27]=1. (4) Given the product [C:33]([O:37][C:38](=[O:45])[N:39]([CH2:41][CH2:42][O:43][NH:44][C:18]([C@@H:13]1[CH2:12][CH2:11][C@@H:10]2[CH2:17][N:14]1[C:15](=[O:16])[N:9]2[O:8][CH2:1][C:2]1[CH:3]=[CH:4][CH:5]=[CH:6][CH:7]=1)=[O:20])[CH3:40])([CH3:36])([CH3:34])[CH3:35], predict the reactants needed to synthesize it. The reactants are: [CH2:1]([O:8][N:9]1[C:15](=[O:16])[N:14]2[CH2:17][C@H:10]1[CH2:11][CH2:12][C@H:13]2[C:18]([O:20]N1C(=O)[C@H]2[C@H]([C@@H]3C[C@H]2C=C3)C1=O)=O)[C:2]1[CH:7]=[CH:6][CH:5]=[CH:4][CH:3]=1.[C:33]([O:37][C:38](=[O:45])[N:39]([CH2:41][CH2:42][O:43][NH2:44])[CH3:40])([CH3:36])([CH3:35])[CH3:34].